This data is from Forward reaction prediction with 1.9M reactions from USPTO patents (1976-2016). The task is: Predict the product of the given reaction. (1) Given the reactants [Cl:1][C:2]1[CH:3]=[C:4](B(O)O)[C:5]([O:8][CH2:9][C:10]2[CH:15]=[CH:14][CH:13]=[CH:12][CH:11]=2)=[N:6][CH:7]=1.Br[C:20]1[CH2:24][CH2:23][CH2:22][C:21]=1[C:25]1[CH:26]=[CH:27][C:28]([CH3:36])=[C:29]([CH:35]=1)[C:30]([O:32][CH2:33][CH3:34])=[O:31].C(=O)([O-])[O-].[K+].[K+].C(OCC)C, predict the reaction product. The product is: [Cl:1][C:2]1[CH:3]=[C:4]([C:20]2[CH2:24][CH2:23][CH2:22][C:21]=2[C:25]2[CH:26]=[CH:27][C:28]([CH3:36])=[C:29]([CH:35]=2)[C:30]([O:32][CH2:33][CH3:34])=[O:31])[C:5]([O:8][CH2:9][C:10]2[CH:15]=[CH:14][CH:13]=[CH:12][CH:11]=2)=[N:6][CH:7]=1. (2) Given the reactants [CH2:1]([N:8]1[CH2:13][C:12](C)([C:14](OC)=O)[C:11](=[O:19])[C:10](C)([C:20](OC)=O)[CH2:9]1)[C:2]1[CH:7]=[CH:6][CH:5]=[CH:4][CH:3]=1.Cl.[OH-].[Na+], predict the reaction product. The product is: [CH2:1]([N:8]1[CH2:13][C@H:12]([CH3:14])[C:11](=[O:19])[C@H:10]([CH3:20])[CH2:9]1)[C:2]1[CH:3]=[CH:4][CH:5]=[CH:6][CH:7]=1. (3) The product is: [C:3]([N:6]1[C:15]2[C:10](=[C:11]([O:29][CH2:30][CH2:31][CH3:32])[C:12]([CH:16]3[CH2:21][CH2:20][N:19]([C:22]([O:24][C:25]([CH3:27])([CH3:26])[CH3:28])=[O:23])[CH2:18][CH2:17]3)=[CH:13][CH:14]=2)[CH2:9][CH2:8][C@@H:7]1[CH3:33])(=[O:5])[CH3:4]. Given the reactants [H][H].[C:3]([N:6]1[C:15]2[C:10](=[C:11]([O:29][CH2:30][CH2:31][CH3:32])[C:12]([C:16]3[CH2:21][CH2:20][N:19]([C:22]([O:24][C:25]([CH3:28])([CH3:27])[CH3:26])=[O:23])[CH2:18][CH:17]=3)=[CH:13][CH:14]=2)[CH2:9][CH2:8][C@@H:7]1[CH3:33])(=[O:5])[CH3:4], predict the reaction product. (4) Given the reactants [N+:1]([C:4]1[CH:16]=[CH:15][C:7]([CH:8]=[CH:9][C:10]([O:12][CH2:13][CH3:14])=[O:11])=[C:6](OCC)[CH:5]=1)([O-])=O.[C:20](OCC)(=[O:22])[CH3:21], predict the reaction product. The product is: [CH2:20]([O:22][CH:9]([CH2:8][C:7]1[CH:6]=[CH:5][C:4]([NH2:1])=[CH:16][CH:15]=1)[C:10]([O:12][CH2:13][CH3:14])=[O:11])[CH3:21]. (5) Given the reactants [NH:1]1[CH2:6][CH2:5][CH:4]([CH:7]([C:9]2[N:13]3[N:14]=[CH:15][CH:16]=[CH:17][C:12]3=[C:11]([C:18]([O:20][CH2:21][CH3:22])=[O:19])[CH:10]=2)[CH3:8])[CH2:3][CH2:2]1.C(N(CC)CC)C.[C:30](O[C:30]([O:32][C:33]([CH3:36])([CH3:35])[CH3:34])=[O:31])([O:32][C:33]([CH3:36])([CH3:35])[CH3:34])=[O:31], predict the reaction product. The product is: [CH2:21]([O:20][C:18]([C:11]1[CH:10]=[C:9]([CH:7]([CH:4]2[CH2:5][CH2:6][N:1]([C:30]([O:32][C:33]([CH3:36])([CH3:35])[CH3:34])=[O:31])[CH2:2][CH2:3]2)[CH3:8])[N:13]2[C:12]=1[CH:17]=[CH:16][CH:15]=[N:14]2)=[O:19])[CH3:22]. (6) The product is: [Cl:1][C:2]1[CH:7]=[C:6]([Cl:8])[CH:5]=[CH:4][C:3]=1[C:9]1[CH:10]=[C:11]([CH2:26][O:27][CH:41]([CH3:42])[C:40]([NH:39][C:36]2[CH:37]=[CH:38][C:33]([C:32]([OH:45])=[O:31])=[CH:34][CH:35]=2)=[O:44])[C:12]([CH3:25])=[N:13][C:14]=1[C:15]1[CH:16]=[CH:17][C:18]([C:21]([F:24])([F:22])[F:23])=[CH:19][CH:20]=1. Given the reactants [Cl:1][C:2]1[CH:7]=[C:6]([Cl:8])[CH:5]=[CH:4][C:3]=1[C:9]1[CH:10]=[C:11]([CH2:26][OH:27])[C:12]([CH3:25])=[N:13][C:14]=1[C:15]1[CH:20]=[CH:19][C:18]([C:21]([F:24])([F:23])[F:22])=[CH:17][CH:16]=1.[H-].[Na+].C[O:31][C:32](=[O:45])[C:33]1[CH:38]=[CH:37][C:36]([NH:39][C:40](=[O:44])[CH:41](Br)[CH3:42])=[CH:35][CH:34]=1, predict the reaction product. (7) Given the reactants [F:1][C:2]1[CH:19]=[C:18]([N+:20]([O-:22])=[O:21])[CH:17]=[CH:16][C:3]=1[O:4][C:5]1[C:10]2=[C:11]([CH3:15])[C:12]([OH:14])=[CH:13][N:9]2[N:8]=[CH:7][N:6]=1.[C:23]([O-])([O-])=O.[Cs+].[Cs+].CI, predict the reaction product. The product is: [F:1][C:2]1[CH:19]=[C:18]([N+:20]([O-:22])=[O:21])[CH:17]=[CH:16][C:3]=1[O:4][C:5]1[C:10]2=[C:11]([CH3:15])[C:12]([O:14][CH3:23])=[CH:13][N:9]2[N:8]=[CH:7][N:6]=1. (8) Given the reactants [CH:1]1([C:4]2[N:8]([CH2:9][C:10]3[C:15]([F:16])=[CH:14][C:13]([O:17][CH2:18][CH3:19])=[CH:12][C:11]=3[F:20])[N:7]=[C:6]([C:21]3[N:26]=[C:25]([NH2:27])[C:24]([NH2:28])=[C:23]([NH2:29])[N:22]=3)[C:5]=2[CH3:30])[CH2:3][CH2:2]1.C(N(CC)CC)C.[CH2:38]([S:40](Cl)(=[O:42])=[O:41])[CH3:39], predict the reaction product. The product is: [NH2:29][C:23]1[C:24]([NH:28][S:40]([CH2:38][CH3:39])(=[O:42])=[O:41])=[C:25]([NH2:27])[N:26]=[C:21]([C:6]2[C:5]([CH3:30])=[C:4]([CH:1]3[CH2:3][CH2:2]3)[N:8]([CH2:9][C:10]3[C:15]([F:16])=[CH:14][C:13]([O:17][CH2:18][CH3:19])=[CH:12][C:11]=3[F:20])[N:7]=2)[N:22]=1.